From a dataset of Blood-brain barrier permeability classification from the B3DB database. Regression/Classification. Given a drug SMILES string, predict its absorption, distribution, metabolism, or excretion properties. Task type varies by dataset: regression for continuous measurements (e.g., permeability, clearance, half-life) or binary classification for categorical outcomes (e.g., BBB penetration, CYP inhibition). Dataset: b3db_classification. (1) The compound is COc1cc2c(cc1OC)C(c1cccc(Cl)c1)=NN=C(C)C2. The result is 1 (penetrates BBB). (2) The molecule is Cn1nnnc1SCC1=C(C(=O)O)N2C(=O)C(NC(=O)CSC=CC#N)C2SC1. The result is 0 (does not penetrate BBB). (3) The result is 0 (does not penetrate BBB). The molecule is COC1(NC(=O)Cc2cccs2)C(=O)N2C(C(=O)O)=C(COC(N)=O)CSC21. (4) The drug is COc1ccc(C[C@H]2c3cc(OC)c(OC)cc3CC[N@@+]2(C)CCC(=O)OCCCCCOC(=O)CC[N@+]2(C)CCc3cc(OC)c(OC)cc3[C@@H]2Cc2ccc(OC)c(OC)c2)cc1OC. The result is 0 (does not penetrate BBB). (5) The molecule is C[C@H]1[C@@H]2C(=O)c3ccc(O)cc3[C@]1(C)CCN2CC1CC1. The result is 1 (penetrates BBB). (6) The molecule is CN1CCN(C2=Nc3ccccc3Cc3ccccc32)CC1. The result is 1 (penetrates BBB). (7) The molecule is Cc1ccc(C(=O)NC[C@H]2CN=C(c3ccc(F)cc3)c3ccc(C)cc3N2C)cc1. The result is 1 (penetrates BBB). (8) The compound is Cn1nnnc1SCC1=C(C(=O)O)N2C(=O)C(NC(=O)CSC(F)(F)F)[C@@H]2SC1. The result is 0 (does not penetrate BBB). (9) The compound is CN1CCN2c3ccccc3Cc3ccccc3[C@H]2C1. The result is 1 (penetrates BBB).